This data is from Forward reaction prediction with 1.9M reactions from USPTO patents (1976-2016). The task is: Predict the product of the given reaction. (1) Given the reactants [C:1]([CH2:4][CH2:5][C:6]1[C:7]([CH3:13])=[C:8]([CH:11]=O)[NH:9][CH:10]=1)([OH:3])=[O:2].[CH3:14][O:15][C:16]1[CH:21]=[CH:20][C:19]([C:22]2[CH:30]=[C:29]3[C:25]([CH2:26][C:27](=[O:31])[NH:28]3)=[CH:24][CH:23]=2)=[CH:18][CH:17]=1, predict the reaction product. The product is: [CH3:14][O:15][C:16]1[CH:17]=[CH:18][C:19]([C:22]2[CH:30]=[C:29]3[C:25]([C:26](=[CH:11][C:8]4[NH:9][CH:10]=[C:6]([CH2:5][CH2:4][C:1]([OH:3])=[O:2])[C:7]=4[CH3:13])[C:27](=[O:31])[NH:28]3)=[CH:24][CH:23]=2)=[CH:20][CH:21]=1. (2) Given the reactants Cl[CH2:2][C:3]([NH:5][C:6]1[CH:11]=[C:10]([Cl:12])[N:9]=[C:8]([N:13]2[C:17]([CH3:18])=[CH:16][C:15]([CH3:19])=[N:14]2)[N:7]=1)=[O:4].CN1CCCCC1.ClC1N=C(N2C(C)=CC(C)=N2)N=C([NH:41][C:42](=O)[CH2:43][N:44]2[CH2:49][CH2:48]OC[CH2:45]2)C=1, predict the reaction product. The product is: [Cl:12][C:10]1[N:9]=[C:8]([N:13]2[C:17]([CH3:18])=[CH:16][C:15]([CH3:19])=[N:14]2)[N:7]=[C:6]([NH:5][C:3](=[O:4])[CH2:2][N:41]2[CH2:42][CH2:43][N:44]([CH3:45])[CH2:49][CH2:48]2)[CH:11]=1. (3) Given the reactants [OH:1][CH:2]1[CH2:11][C:10]2[C:5](=[CH:6][CH:7]=[CH:8][CH:9]=2)[CH2:4][CH:3]1[N:12]1[CH2:17][CH2:16][CH:15]([C:18]([N:20]([O:22][CH3:23])[CH3:21])=[O:19])[CH2:14][CH2:13]1.N1C=CN=C1.[CH3:29][C:30]([Si:33](Cl)([CH3:35])[CH3:34])([CH3:32])[CH3:31], predict the reaction product. The product is: [Si:33]([O:1][CH:2]1[CH2:11][C:10]2[C:5](=[CH:6][CH:7]=[CH:8][CH:9]=2)[CH2:4][CH:3]1[N:12]1[CH2:13][CH2:14][CH:15]([C:18]([N:20]([O:22][CH3:23])[CH3:21])=[O:19])[CH2:16][CH2:17]1)([C:30]([CH3:32])([CH3:31])[CH3:29])([CH3:35])[CH3:34]. (4) Given the reactants C(O)(C(F)(F)F)=O.[C:8]([C:10]1[CH:11]=[C:12]2[C:16](=[CH:17][CH:18]=1)[N:15]([S:19]([C:22]1[CH:27]=[CH:26][C:25]([O:28][CH3:29])=[CH:24][CH:23]=1)(=[O:21])=[O:20])[C:14](=[O:30])[C@@:13]2([NH:40][C:41]([N:43]1[CH2:56][C:45]2([CH2:48][N:47](C(OC(C)(C)C)=O)[CH2:46]2)[CH2:44]1)=[O:42])[C:31]1[C:32]([O:37][CH2:38][CH3:39])=[N:33][CH:34]=[CH:35][CH:36]=1)#[N:9].C([O-])([O-])=O.[K+].[K+], predict the reaction product. The product is: [C:8]([C:10]1[CH:11]=[C:12]2[C:16](=[CH:17][CH:18]=1)[N:15]([S:19]([C:22]1[CH:23]=[CH:24][C:25]([O:28][CH3:29])=[CH:26][CH:27]=1)(=[O:21])=[O:20])[C:14](=[O:30])[C@@:13]2([NH:40][C:41]([N:43]1[CH2:44][C:45]2([CH2:46][NH:47][CH2:48]2)[CH2:56]1)=[O:42])[C:31]1[C:32]([O:37][CH2:38][CH3:39])=[N:33][CH:34]=[CH:35][CH:36]=1)#[N:9]. (5) Given the reactants [OH:1][C:2]1[CH:25]=[CH:24][C:5]2[C:6]([CH2:9][CH2:10][CH:11]3[CH2:16][CH2:15][N:14]([C:17]([O:19][C:20]([CH3:23])([CH3:22])[CH3:21])=[O:18])[CH2:13][CH2:12]3)=[N:7][O:8][C:4]=2[C:3]=1[CH2:26][OH:27].CS(O[CH2:33][C:34]1([C:37]#[CH:38])[CH2:36][CH2:35]1)(=O)=O.C(=O)([O-])[O-].[K+].[K+].[I-].[Na+], predict the reaction product. The product is: [C:37]([C:34]1([CH2:33][O:1][C:2]2[CH:25]=[CH:24][C:5]3[C:6]([CH2:9][CH2:10][CH:11]4[CH2:16][CH2:15][N:14]([C:17]([O:19][C:20]([CH3:23])([CH3:22])[CH3:21])=[O:18])[CH2:13][CH2:12]4)=[N:7][O:8][C:4]=3[C:3]=2[CH2:26][OH:27])[CH2:36][CH2:35]1)#[CH:38]. (6) Given the reactants [CH3:1][CH:2]([CH3:32])[CH2:3][CH2:4][N:5]([CH2:27][CH2:28][CH:29]([CH3:31])[CH3:30])[C:6](=[O:26])[C:7]1[CH:12]=[CH:11][C:10]([N+:13]([O-])=O)=[C:9]([NH:16][CH2:17][CH2:18][CH2:19][N:20]2[CH2:25][CH2:24][CH2:23][CH2:22][CH2:21]2)[CH:8]=1, predict the reaction product. The product is: [NH2:13][C:10]1[CH:11]=[CH:12][C:7]([C:6]([N:5]([CH2:27][CH2:28][CH:29]([CH3:30])[CH3:31])[CH2:4][CH2:3][CH:2]([CH3:1])[CH3:32])=[O:26])=[CH:8][C:9]=1[NH:16][CH2:17][CH2:18][CH2:19][N:20]1[CH2:25][CH2:24][CH2:23][CH2:22][CH2:21]1. (7) The product is: [CH3:59][C:58]1[CH:57]=[C:56]([CH3:60])[NH:55][C:54](=[O:61])[C:53]=1[CH2:52][NH:51][C:49]([C:39]1[C:40]2[CH:45]=[N:44][N:43]([CH:46]([CH3:48])[CH3:47])[C:41]=2[N:42]=[C:37]([C:2]2[CH:7]=[N:6][C:5]([S:8]([NH:11][CH3:12])(=[O:10])=[O:9])=[CH:4][CH:3]=2)[CH:38]=1)=[O:50]. Given the reactants Br[C:2]1[CH:3]=[CH:4][C:5]([S:8]([NH:11][CH3:12])(=[O:10])=[O:9])=[N:6][CH:7]=1.B1(B2OC(C)(C)C(C)(C)O2)OC(C)(C)C(C)(C)O1.C([O-])(=O)C.[K+].Cl[C:37]1[CH:38]=[C:39]([C:49]([NH:51][CH2:52][C:53]2[C:54](=[O:61])[NH:55][C:56]([CH3:60])=[CH:57][C:58]=2[CH3:59])=[O:50])[C:40]2[CH:45]=[N:44][N:43]([CH:46]([CH3:48])[CH3:47])[C:41]=2[N:42]=1.C(=O)(O)[O-].[Na+], predict the reaction product.